Dataset: Peptide-MHC class II binding affinity with 134,281 pairs from IEDB. Task: Regression. Given a peptide amino acid sequence and an MHC pseudo amino acid sequence, predict their binding affinity value. This is MHC class II binding data. (1) The peptide sequence is KKWKYLNAVSLCILTIN. The MHC is HLA-DQA10501-DQB10302 with pseudo-sequence HLA-DQA10501-DQB10302. The binding affinity (normalized) is 0.293. (2) The peptide sequence is YDKFLANHSTVLTGK. The MHC is DRB3_0202 with pseudo-sequence DRB3_0202. The binding affinity (normalized) is 0.912. (3) The peptide sequence is KLVLDIKYTRPGDSL. The MHC is DRB1_0901 with pseudo-sequence DRB1_0901. The binding affinity (normalized) is 0.306. (4) The peptide sequence is EKKYFAWTQFEPLAA. The binding affinity (normalized) is 0.696. The MHC is DRB1_0701 with pseudo-sequence DRB1_0701. (5) The peptide sequence is TPQPMELKYSWKTWG. The MHC is DRB1_0701 with pseudo-sequence DRB1_0701. The binding affinity (normalized) is 0.197. (6) The peptide sequence is WLWYIKIFIMIVGGLIG. The MHC is DRB1_1501 with pseudo-sequence DRB1_1501. The binding affinity (normalized) is 0.302.